Dataset: NCI-60 drug combinations with 297,098 pairs across 59 cell lines. Task: Regression. Given two drug SMILES strings and cell line genomic features, predict the synergy score measuring deviation from expected non-interaction effect. (1) Drug 1: C1CC(=O)NC(=O)C1N2CC3=C(C2=O)C=CC=C3N. Drug 2: C#CCC(CC1=CN=C2C(=N1)C(=NC(=N2)N)N)C3=CC=C(C=C3)C(=O)NC(CCC(=O)O)C(=O)O. Cell line: SF-539. Synergy scores: CSS=3.69, Synergy_ZIP=-5.64, Synergy_Bliss=-8.80, Synergy_Loewe=-32.6, Synergy_HSA=-7.65. (2) Drug 1: C1CN1C2=NC(=NC(=N2)N3CC3)N4CC4. Drug 2: CN1C2=C(C=C(C=C2)N(CCCl)CCCl)N=C1CCCC(=O)O.Cl. Cell line: OVCAR3. Synergy scores: CSS=21.2, Synergy_ZIP=-2.14, Synergy_Bliss=-0.159, Synergy_Loewe=-28.9, Synergy_HSA=-5.13. (3) Drug 1: C1CC(C1)(C(=O)O)C(=O)O.[NH2-].[NH2-].[Pt+2]. Drug 2: CC1=C(C(=CC=C1)Cl)NC(=O)C2=CN=C(S2)NC3=CC(=NC(=N3)C)N4CCN(CC4)CCO. Cell line: NCIH23. Synergy scores: CSS=52.0, Synergy_ZIP=-1.07, Synergy_Bliss=0.275, Synergy_Loewe=4.86, Synergy_HSA=6.16. (4) Drug 1: C1=NC2=C(N=C(N=C2N1C3C(C(C(O3)CO)O)O)F)N. Drug 2: C1CC(C1)(C(=O)O)C(=O)O.[NH2-].[NH2-].[Pt+2]. Cell line: RPMI-8226. Synergy scores: CSS=10.7, Synergy_ZIP=-3.66, Synergy_Bliss=0.816, Synergy_Loewe=-5.08, Synergy_HSA=0.931. (5) Drug 1: CCC1(CC2CC(C3=C(CCN(C2)C1)C4=CC=CC=C4N3)(C5=C(C=C6C(=C5)C78CCN9C7C(C=CC9)(C(C(C8N6C)(C(=O)OC)O)OC(=O)C)CC)OC)C(=O)OC)O.OS(=O)(=O)O. Drug 2: CN(C(=O)NC(C=O)C(C(C(CO)O)O)O)N=O. Cell line: HOP-92. Synergy scores: CSS=1.40, Synergy_ZIP=-3.31, Synergy_Bliss=-6.69, Synergy_Loewe=-7.37, Synergy_HSA=-5.12.